From a dataset of Forward reaction prediction with 1.9M reactions from USPTO patents (1976-2016). Predict the product of the given reaction. (1) The product is: [NH2:1][C:4]1[CH:5]=[C:6]([C@H:10]2[CH2:12][C@H:11]2[C:13]([OH:15])=[O:14])[CH:7]=[CH:8][CH:9]=1. Given the reactants [N+:1]([C:4]1[CH:5]=[C:6]([C@H:10]2[CH2:12][C@H:11]2[C:13]([OH:15])=[O:14])[CH:7]=[CH:8][CH:9]=1)([O-])=O, predict the reaction product. (2) Given the reactants [C:1]([C:5]1[CH:9]=[C:8]([NH:10][C:11](=[O:45])[NH:12][C:13]2[C:22]3[C:17](=[CH:18][CH:19]=[CH:20][CH:21]=3)[C:16]([O:23][CH2:24][C:25]3[CH:30]=[CH:29][N:28]=[C:27]([NH:31][C:32](=[O:44])[C@@H:33]([N:35](C)[C:36](=O)OC(C)(C)C)[CH3:34])[CH:26]=3)=[CH:15][CH:14]=2)[N:7]([C:46]2[CH:51]=[CH:50][C:49]([CH3:52])=[CH:48][CH:47]=2)[N:6]=1)([CH3:4])([CH3:3])[CH3:2], predict the reaction product. The product is: [C:1]([C:5]1[CH:9]=[C:8]([NH:10][C:11](=[O:45])[NH:12][C:13]2[C:22]3[C:17](=[CH:18][CH:19]=[CH:20][CH:21]=3)[C:16]([O:23][CH2:24][C:25]3[CH:30]=[CH:29][N:28]=[C:27]([NH:31][C:32](=[O:44])[C@@H:33]([NH:35][CH3:36])[CH3:34])[CH:26]=3)=[CH:15][CH:14]=2)[N:7]([C:46]2[CH:47]=[CH:48][C:49]([CH3:52])=[CH:50][CH:51]=2)[N:6]=1)([CH3:4])([CH3:2])[CH3:3]. (3) Given the reactants [Br:1][C:2]1[CH:11]=[C:10]2[C:5]([CH:6]=[CH:7][C:8]([OH:12])=[CH:9]2)=[CH:4][CH:3]=1.C1(P(C2C=CC=CC=2)C2C=CC=CC=2)C=CC=CC=1.[CH3:32][C@H:33]1[CH2:38][CH2:37][CH2:36][C@@H:35]([CH3:39])[N:34]1[CH2:40][CH2:41][CH2:42]O.N(C(OC(C)C)=O)=NC(OC(C)C)=O, predict the reaction product. The product is: [Br:1][C:2]1[CH:11]=[C:10]2[C:5]([CH:6]=[CH:7][C:8]([O:12][CH2:42][CH2:41][CH2:40][N:34]3[C@H:35]([CH3:39])[CH2:36][CH2:37][CH2:38][C@@H:33]3[CH3:32])=[CH:9]2)=[CH:4][CH:3]=1. (4) Given the reactants [S:1]1[C:5]2[CH2:6][CH2:7][CH2:8][C:4]=2[N:3]=[C:2]1[C:9]([O:11]CC)=O.[C:14]([O:17][CH2:18][CH3:19])(=[O:16])[CH3:15].C[Si]([N-][Si](C)(C)C)(C)C.[Li+], predict the reaction product. The product is: [S:1]1[C:5]2[CH2:6][CH2:7][CH2:8][C:4]=2[N:3]=[C:2]1[C:9](=[O:11])[CH2:15][C:14]([O:17][CH2:18][CH3:19])=[O:16]. (5) Given the reactants C([N:8]1[N:12]=[C:11]([C:13]2[C:17]3[CH:18]=[N:19][C:20]([NH:22][C:23]4[CH:28]=[CH:27][N:26]=[C:25]([C:29]5[CH:30]=[N:31][N:32](S(C6CC6)(=O)=O)[CH:33]=5)[N:24]=4)=[CH:21][C:16]=3[N:15]([CH:40]([CH3:42])[CH3:41])[CH:14]=2)[CH:10]=[N:9]1)C1C=CC=CC=1.[Cl-].[Cl-].[Cl-].[Al+3], predict the reaction product. The product is: [NH:31]1[CH:30]=[C:29]([C:25]2[N:24]=[C:23]([NH:22][C:20]3[N:19]=[CH:18][C:17]4[C:13]([C:11]5[CH:10]=[N:9][NH:8][N:12]=5)=[CH:14][N:15]([CH:40]([CH3:41])[CH3:42])[C:16]=4[CH:21]=3)[CH:28]=[CH:27][N:26]=2)[CH:33]=[N:32]1. (6) Given the reactants Br[C:2]1[C:3]2[NH:7][C:6]([C:8](C3C=CC=CC=3)=[C:9]3[N:32]=[C:12]([C:13](Br)=[C:14]4[NH:30][C:17](=[C:18](C5C=CC=CC=5)[C:19]5[CH:20]=[CH:21][C:22]=1[N:23]=5)[CH:16]=[CH:15]4)[CH:11]=[CH:10]3)=[CH:5][CH:4]=2.C[C@@]12C(=O)CC[C@H]1[C@@H]1CCC3C=C(O)C=CC=3[C@H]1CC2.C1C=CC(P(C2C(OC3C(P(C4C=CC=CC=4)C4C=CC=CC=4)=CC=CC=3)=CC=CC=2)C2C=CC=CC=2)=CC=1.C([O-])([O-])=O.[Cs+].[Cs+], predict the reaction product. The product is: [C:3]12[CH:2]=[C:22]3[N:23]=[C:19]([CH:20]=[CH:21]3)[CH:18]=[C:17]3[NH:30][C:14]([CH:15]=[CH:16]3)=[CH:13][C:12]3=[N:32][C:9]([CH:10]=[CH:11]3)=[CH:8][C:6]([NH:7]1)=[CH:5][CH:4]=2.